From a dataset of Full USPTO retrosynthesis dataset with 1.9M reactions from patents (1976-2016). Predict the reactants needed to synthesize the given product. (1) Given the product [Br:1][C:2]1[CH:3]=[C:4]2[C:12](=[C:13]([C:15](=[O:17])[NH2:16])[CH:14]=1)[N:11]([CH2:30][CH:31]1[CH2:33][CH2:32]1)[C:10]1[CH:9]=[C:8]([C:18]([O:20][CH2:21][CH3:22])=[O:19])[CH:7]=[CH:6][C:5]2=1, predict the reactants needed to synthesize it. The reactants are: [Br:1][C:2]1[CH:3]=[C:4]2[C:12](=[C:13]([C:15](=[O:17])[NH2:16])[CH:14]=1)[NH:11][C:10]1[CH:9]=[C:8]([C:18]([O:20][CH2:21][CH3:22])=[O:19])[CH:7]=[CH:6][C:5]2=1.C([O-])([O-])=O.[K+].[K+].Br[CH2:30][CH:31]1[CH2:33][CH2:32]1. (2) Given the product [CH3:1][O:2][C:3]1[CH:8]=[CH:7][CH:6]=[CH:5][C:4]=1[C:9]1[NH:10][C:11]2[C:16]([CH:17]=1)=[CH:15][C:14]([CH:18]1[CH2:23][CH2:22][N:21]([CH2:24][CH2:25][NH:26][CH3:27])[CH2:20][CH2:19]1)=[CH:13][CH:12]=2, predict the reactants needed to synthesize it. The reactants are: [CH3:1][O:2][C:3]1[CH:8]=[CH:7][CH:6]=[CH:5][C:4]=1[C:9]1[NH:10][C:11]2[C:16]([CH:17]=1)=[CH:15][C:14]([C:18]1[CH2:23][CH2:22][N:21]([CH2:24][CH2:25][N:26](C)[C:27](=O)OC(C)(C)C)[CH2:20][CH:19]=1)=[CH:13][CH:12]=2. (3) Given the product [CH2:49]([N:38]([CH2:36][CH3:37])[C:39]([C:41]1[CH:42]=[CH:43][C:44]([CH2:45][N:17]2[C:16]([S:19][CH3:20])=[C:14]3[S:15][C:11]([C:8]4[C@H:9]([CH3:10])[C@@H:5]5[C@@H:4]([C@H:2]([OH:1])[CH3:3])[C:34](=[O:35])[N:6]5[C:7]=4[C:21]([O-:23])=[O:22])=[CH:12][N+:13]3=[CH:18]2)=[CH:47][CH:48]=1)=[O:40])[CH3:50], predict the reactants needed to synthesize it. The reactants are: [OH:1][C@@H:2]([C@H:4]1[C:34](=[O:35])[N:6]2[C:7]([C:21]([O:23]CC3C=CC([N+]([O-])=O)=CC=3)=[O:22])=[C:8]([C:11]3[S:15][C:14]4=[C:16]([S:19][CH3:20])[N:17]=[CH:18][N:13]4[CH:12]=3)[C@H:9]([CH3:10])[C@H:5]12)[CH3:3].[CH2:36]([N:38]([CH2:49][CH3:50])[C:39]([C:41]1[CH:48]=[CH:47][C:44]([CH2:45]Br)=[CH:43][CH:42]=1)=[O:40])[CH3:37]. (4) Given the product [N:37]([CH2:23][CH2:22][C:21]#[C:20][C:17]1[CH:18]=[CH:19][C:14]([C:13]2[C:3]3[C:2]([OH:1])=[C:7]([C:8]#[N:9])[C:6](=[O:10])[NH:5][C:4]=3[S:11][CH:12]=2)=[CH:15][CH:16]=1)=[N+:38]=[N-:39], predict the reactants needed to synthesize it. The reactants are: [OH:1][C:2]1[C:3]2[C:13]([C:14]3[CH:19]=[CH:18][C:17]([C:20]#[C:21][CH2:22][CH2:23]O)=[CH:16][CH:15]=3)=[CH:12][S:11][C:4]=2[NH:5][C:6](=[O:10])[C:7]=1[C:8]#[N:9].C(N(CC)CC)C.CS(Cl)(=O)=O.[N-:37]=[N+:38]=[N-:39].[Na+].